Dataset: Forward reaction prediction with 1.9M reactions from USPTO patents (1976-2016). Task: Predict the product of the given reaction. (1) Given the reactants [CH3:1][C:2]1[CH:3]=[C:4]([NH:16][C:17]2[C:26]3[C:25]([OH:27])=[CH:24][CH:23]=[CH:22][C:21]=3[N:20]=[CH:19][N:18]=2)[CH:5]=[CH:6][C:7]=1[O:8][CH2:9][C:10]1[CH:15]=[CH:14][CH:13]=[CH:12][N:11]=1.C(=O)([O-])[O-].[Cs+].[Cs+].[H-].[Na+].Br[C:37]([CH3:42])([CH3:41])[C:38]([NH2:40])=[O:39].[Cl-].[NH4+], predict the reaction product. The product is: [CH3:41][C:37]([O:27][C:25]1[CH:24]=[CH:23][CH:22]=[C:21]2[C:26]=1[C:17]([NH:16][C:4]1[CH:5]=[CH:6][C:7]([O:8][CH2:9][C:10]3[CH:15]=[CH:14][CH:13]=[CH:12][N:11]=3)=[C:2]([CH3:1])[CH:3]=1)=[N:18][CH:19]=[N:20]2)([CH3:42])[C:38]([NH2:40])=[O:39]. (2) Given the reactants C([O:4][C:5]1[CH:10]=[CH:9][CH:8]=[CH:7][C:6]=1[C:11](=[O:22])[NH:12][C:13]1[S:14][C:15]([S:18]([CH3:21])(=[O:20])=[O:19])=[CH:16][N:17]=1)(=O)C.Cl, predict the reaction product. The product is: [OH:4][C:5]1[CH:10]=[CH:9][CH:8]=[CH:7][C:6]=1[C:11]([NH:12][C:13]1[S:14][C:15]([S:18]([CH3:21])(=[O:20])=[O:19])=[CH:16][N:17]=1)=[O:22]. (3) Given the reactants C(OC([N:8]1[C:12]2[CH:13]=[CH:14][CH:15]=[CH:16][C:11]=2[N:10]=[C:9]1[C:17]1[CH:22]=[C:21]([N:23]2[CH2:28][CH2:27][N:26](C(OC(C)(C)C)=O)[CH2:25][CH2:24]2)[CH:20]=[CH:19][C:18]=1[F:36])=O)(C)(C)C.Cl, predict the reaction product. The product is: [F:36][C:18]1[CH:19]=[CH:20][C:21]([N:23]2[CH2:28][CH2:27][NH:26][CH2:25][CH2:24]2)=[CH:22][C:17]=1[C:9]1[NH:8][C:12]2[CH:13]=[CH:14][CH:15]=[CH:16][C:11]=2[N:10]=1. (4) The product is: [CH3:1][C:2]1[C:10]2[C:5](=[CH:6][CH:7]=[CH:8][CH:9]=2)[N:4]([CH2:11][CH2:12][C:13]([NH:15][N:16]=[CH:36][C:27]2[CH:26]=[C:25]3[C:24](=[C:29]([CH3:21])[CH:28]=2)[N:23]=[CH:30][CH:31]=[CH:32]3)=[O:14])[CH:3]=1. Given the reactants [CH3:1][C:2]1[C:10]2[C:5](=[CH:6][CH:7]=[CH:8][CH:9]=2)[N:4]([CH2:11][CH2:12][C:13]([NH:15][NH2:16])=[O:14])[CH:3]=1.O.NN.C[C:21]1[C:29]2[C:24](=[CH:25][CH:26]=[CH:27][CH:28]=2)[N:23]([CH2:30][CH2:31][C:32](OC)=O)C=1.[CH3:36]O, predict the reaction product. (5) Given the reactants [C:1]([OH:5])(=[O:4])[CH:2]=[CH2:3].[C:10]1([CH:13]=[CH:12][C:10]([OH:11])=[CH:13][CH:12]=1)[OH:11].C1OC1CO.C1(C)C=CC(S(O)(=O)=O)=CC=1.[C:30](OC)([O:34]C)([O:32][CH3:33])[CH3:31], predict the reaction product. The product is: [C:1]([O:5][CH2:13][CH:12]1[CH2:10][O:11][C:30]([O:32][CH3:33])([CH3:31])[O:34]1)(=[O:4])[CH:2]=[CH2:3]. (6) Given the reactants C([O:3][C:4]([C@@:6]1([CH3:24])[CH2:11][CH2:10][CH2:9][N:8]([C:12]([C@@H:14]2[O:19][C:18]3[CH:20]=[CH:21][CH:22]=[CH:23][C:17]=3[O:16][CH2:15]2)=O)[CH2:7]1)=O)C.C1COCC1.[H-].[H-].[H-].[H-].[Li+].[Al+3], predict the reaction product. The product is: [O:19]1[C:18]2[CH:20]=[CH:21][CH:22]=[CH:23][C:17]=2[O:16][CH2:15][C@@H:14]1[CH2:12][N:8]1[CH2:9][CH2:10][CH2:11][C@@:6]([CH2:4][OH:3])([CH3:24])[CH2:7]1. (7) Given the reactants [C:1]([O:7][CH3:8])(=[O:6])[CH2:2][CH2:3][CH:4]=[CH2:5].B1C2CCCC1CCC2.P(=O)(O)(O)O.[K].FC(F)(F)S(O[C:30]1[C:31]([CH3:59])([CH3:58])[C@H:32]2[C@:45]([CH3:48])([CH2:46][CH:47]=1)[C@@H:44]1[C@:35]([CH3:57])([C@@:36]3([CH3:56])[C@H:41]([CH2:42][CH2:43]1)[C@H:40]1[C@H:49]([C:52]([CH3:54])=[CH2:53])[CH2:50][CH2:51][C@:39]1([NH2:55])[CH2:38][CH2:37]3)[CH2:34][CH2:33]2)(=O)=O.C1(C)C=CC=CC=1, predict the reaction product. The product is: [NH2:55][C@:39]12[CH2:51][CH2:50][C@@H:49]([C:52]([CH3:54])=[CH2:53])[C@@H:40]1[C@@H:41]1[C@@:36]([CH3:56])([CH2:37][CH2:38]2)[C@@:35]2([CH3:57])[C@@H:44]([C@:45]3([CH3:48])[C@@H:32]([CH2:33][CH2:34]2)[C:31]([CH3:58])([CH3:59])[C:30]([CH2:5][CH2:4][CH2:3][CH2:2][C:1]([O:7][CH3:8])=[O:6])=[CH:47][CH2:46]3)[CH2:43][CH2:42]1.